Task: Predict the reactants needed to synthesize the given product.. Dataset: Full USPTO retrosynthesis dataset with 1.9M reactions from patents (1976-2016) (1) Given the product [C:15]([O:14][C:12]([N:10]1[CH2:11][CH:8]([C:3]2[C:2]([C:24]3[CH:25]=[C:20]([CH3:19])[CH:21]=[CH:22][CH:23]=3)=[N:7][CH:6]=[CH:5][N:4]=2)[CH2:9]1)=[O:13])([CH3:18])([CH3:17])[CH3:16], predict the reactants needed to synthesize it. The reactants are: Cl[C:2]1[C:3]([CH:8]2[CH2:11][N:10]([C:12]([O:14][C:15]([CH3:18])([CH3:17])[CH3:16])=[O:13])[CH2:9]2)=[N:4][CH:5]=[CH:6][N:7]=1.[CH3:19][C:20]1[CH:21]=[C:22](B(O)O)[CH:23]=[CH:24][CH:25]=1.[O-]P([O-])([O-])=O.[K+].[K+].[K+].O. (2) The reactants are: [CH3:1][O:2][C:3]1[CH:21]=[C:20]([C:22]([F:25])([F:24])[F:23])[CH:19]=[CH:18][C:4]=1[C:5]([NH:7][CH2:8][CH2:9][N:10]1[CH:14]=[C:13]([C:15]([OH:17])=O)[N:12]=[CH:11]1)=[O:6].Cl.[NH2:27][CH:28]([C:31]1[CH:36]=[CH:35][C:34]([Br:37])=[CH:33][CH:32]=1)[C:29]#[N:30]. Given the product [Br:37][C:34]1[CH:33]=[CH:32][C:31]([CH:28]([NH:27][C:15]([C:13]2[N:12]=[CH:11][N:10]([CH2:9][CH2:8][NH:7][C:5](=[O:6])[C:4]3[CH:18]=[CH:19][C:20]([C:22]([F:23])([F:25])[F:24])=[CH:21][C:3]=3[O:2][CH3:1])[CH:14]=2)=[O:17])[C:29]#[N:30])=[CH:36][CH:35]=1, predict the reactants needed to synthesize it. (3) Given the product [Br:16][CH2:15][C:2](=[CH2:1])[CH2:3][N:4]1[C:12](=[O:13])[C:11]2[C:6](=[CH:7][CH:8]=[CH:9][CH:10]=2)[C:5]1=[O:14], predict the reactants needed to synthesize it. The reactants are: [CH3:1][C:2](=[CH2:15])[CH2:3][N:4]1[C:12](=[O:13])[C:11]2[C:6](=[CH:7][CH:8]=[CH:9][CH:10]=2)[C:5]1=[O:14].[Br:16]N1C(=O)CCC1=O. (4) Given the product [CH2:21]([O:20][C:12]1[CH:11]=[C:10]([CH2:9][OH:8])[CH:15]=[C:14]([O:16][CH2:17][CH3:18])[C:13]=1[F:19])[CH3:22], predict the reactants needed to synthesize it. The reactants are: C([Si]([O:8][CH2:9][C:10]1[CH:15]=[C:14]([O:16][CH2:17][CH3:18])[C:13]([F:19])=[C:12]([O:20][CH2:21][CH3:22])[CH:11]=1)(C)C)(C)(C)C. (5) Given the product [CH2:1]([O:3][C:4](=[O:21])[CH2:5][CH:6]1[CH2:12][CH:11]2[N:13]([C:14]([O:16][C:17]([CH3:20])([CH3:19])[CH3:18])=[O:15])[CH:8]([CH2:9][CH2:10]2)[CH2:7]1)[CH3:2], predict the reactants needed to synthesize it. The reactants are: [CH2:1]([O:3][C:4](=[O:21])[CH:5]=[C:6]1[CH2:12][CH:11]2[N:13]([C:14]([O:16][C:17]([CH3:20])([CH3:19])[CH3:18])=[O:15])[CH:8]([CH2:9][CH2:10]2)[CH2:7]1)[CH3:2].[H][H].